Dataset: Reaction yield outcomes from USPTO patents with 853,638 reactions. Task: Predict the reaction yield, written as a fraction of the theoretical maximum amount of product (1.0 means a 100% yield; for example, 0.34 means a 34% yield). (1) The reactants are [C:1]([O-:4])(=[O:3])C.[O:5]=[C:6]1[C@@H:9]([NH3+:10])[CH2:8][NH:7]1.[CH3:11]CN(C(C)C)C(C)C.[CH:20]1([C:25]2[CH:30]=[CH:29][C:28](C3C=CN(C([O-])=O)C(=O)C=3C)=[CH:27][CH:26]=2)[CH2:24][CH2:23][CH2:22][CH2:21]1. The catalyst is C(Cl)Cl. The product is [CH:20]1([C:25]2[CH:26]=[CH:27][C:28]([O:4][C:1](=[O:3])[N:10]([CH3:11])[C@H:9]3[CH2:8][NH:7][C:6]3=[O:5])=[CH:29][CH:30]=2)[CH2:21][CH2:22][CH2:23][CH2:24]1. The yield is 0.350. (2) The reactants are C([O:3][C:4]([CH:6]1[CH2:11][CH2:10][CH:9]([N:12]2[CH2:17][CH2:16][N:15]([C:18]([O:20][C:21]([CH3:24])([CH3:23])[CH3:22])=[O:19])[CH2:14][CH2:13]2)[CH2:8][CH2:7]1)=O)C.[BH4-].[Li+].Cl.[OH-].[Na+]. The yield is 0.198. The product is [OH:3][CH2:4][CH:6]1[CH2:7][CH2:8][CH:9]([N:12]2[CH2:13][CH2:14][N:15]([C:18]([O:20][C:21]([CH3:24])([CH3:23])[CH3:22])=[O:19])[CH2:16][CH2:17]2)[CH2:10][CH2:11]1. The catalyst is C1COCC1.